Dataset: Catalyst prediction with 721,799 reactions and 888 catalyst types from USPTO. Task: Predict which catalyst facilitates the given reaction. (1) Product: [CH2:20]([C:15]1[N:16]=[C:17]([NH2:19])[C:18]2[NH:10][C:11]([CH3:36])=[C:12]([CH2:24][CH2:25][CH2:26][CH2:27][CH2:28][N:29]3[CH2:30][CH2:31][CH:32]([F:35])[CH2:33][CH2:34]3)[C:13]=2[N:14]=1)[CH2:21][CH2:22][CH3:23]. Reactant: C(OC[N:10]1[C:18]2[C:17]([NH2:19])=[N:16][C:15]([CH2:20][CH2:21][CH2:22][CH3:23])=[N:14][C:13]=2[C:12]([C:24]#[C:25][CH2:26][CH2:27][CH2:28][N:29]2[CH2:34][CH2:33][CH:32]([F:35])[CH2:31][CH2:30]2)=[C:11]1[CH3:36])C1C=CC=CC=1. The catalyst class is: 2. (2) Reactant: [CH2:1]([O:3][C:4]([C:6]1[C:11](=[O:12])[NH:10][C:9](SC)=[N:8][CH:7]=1)=[O:5])[CH3:2].[CH3:15][O:16][C:17]1[CH:18]=[C:19]([NH2:25])[CH:20]=[C:21]([O:23][CH3:24])[CH:22]=1. Product: [CH2:1]([O:3][C:4]([C:6]1[C:11](=[O:12])[NH:10][C:9]([NH:25][C:19]2[CH:20]=[C:21]([O:23][CH3:24])[CH:22]=[C:17]([O:16][CH3:15])[CH:18]=2)=[N:8][CH:7]=1)=[O:5])[CH3:2]. The catalyst class is: 9.